Dataset: NCI-60 drug combinations with 297,098 pairs across 59 cell lines. Task: Regression. Given two drug SMILES strings and cell line genomic features, predict the synergy score measuring deviation from expected non-interaction effect. (1) Drug 1: C1=C(C(=O)NC(=O)N1)N(CCCl)CCCl. Drug 2: C1=CC(=CC=C1CC(C(=O)O)N)N(CCCl)CCCl.Cl. Cell line: HT29. Synergy scores: CSS=27.9, Synergy_ZIP=-7.21, Synergy_Bliss=4.30, Synergy_Loewe=-2.23, Synergy_HSA=2.63. (2) Drug 1: C1CCN(CC1)CCOC2=CC=C(C=C2)C(=O)C3=C(SC4=C3C=CC(=C4)O)C5=CC=C(C=C5)O. Drug 2: CN1C(=O)N2C=NC(=C2N=N1)C(=O)N. Cell line: OVCAR3. Synergy scores: CSS=1.63, Synergy_ZIP=-1.42, Synergy_Bliss=-3.44, Synergy_Loewe=-6.36, Synergy_HSA=-4.63. (3) Drug 1: CCCS(=O)(=O)NC1=C(C(=C(C=C1)F)C(=O)C2=CNC3=C2C=C(C=N3)C4=CC=C(C=C4)Cl)F. Drug 2: C(CCl)NC(=O)N(CCCl)N=O. Cell line: NCI-H226. Synergy scores: CSS=6.28, Synergy_ZIP=0.461, Synergy_Bliss=3.17, Synergy_Loewe=0.468, Synergy_HSA=0.494. (4) Drug 1: CC1OCC2C(O1)C(C(C(O2)OC3C4COC(=O)C4C(C5=CC6=C(C=C35)OCO6)C7=CC(=C(C(=C7)OC)O)OC)O)O. Drug 2: COC1=NC(=NC2=C1N=CN2C3C(C(C(O3)CO)O)O)N. Cell line: SK-MEL-5. Synergy scores: CSS=13.4, Synergy_ZIP=-5.51, Synergy_Bliss=4.09, Synergy_Loewe=-11.0, Synergy_HSA=-0.301. (5) Synergy scores: CSS=34.8, Synergy_ZIP=-7.74, Synergy_Bliss=2.05, Synergy_Loewe=-1.28, Synergy_HSA=5.31. Cell line: SF-295. Drug 2: CC(C1=C(C=CC(=C1Cl)F)Cl)OC2=C(N=CC(=C2)C3=CN(N=C3)C4CCNCC4)N. Drug 1: CC(CN1CC(=O)NC(=O)C1)N2CC(=O)NC(=O)C2. (6) Drug 2: CC1=C2C(C(=O)C3(C(CC4C(C3C(C(C2(C)C)(CC1OC(=O)C(C(C5=CC=CC=C5)NC(=O)OC(C)(C)C)O)O)OC(=O)C6=CC=CC=C6)(CO4)OC(=O)C)OC)C)OC. Drug 1: CS(=O)(=O)C1=CC(=C(C=C1)C(=O)NC2=CC(=C(C=C2)Cl)C3=CC=CC=N3)Cl. Synergy scores: CSS=33.5, Synergy_ZIP=4.14, Synergy_Bliss=6.36, Synergy_Loewe=-32.8, Synergy_HSA=4.77. Cell line: SNB-75. (7) Drug 1: CC(C1=C(C=CC(=C1Cl)F)Cl)OC2=C(N=CC(=C2)C3=CN(N=C3)C4CCNCC4)N. Drug 2: CC1C(C(CC(O1)OC2CC(CC3=C2C(=C4C(=C3O)C(=O)C5=C(C4=O)C(=CC=C5)OC)O)(C(=O)C)O)N)O.Cl. Cell line: MCF7. Synergy scores: CSS=35.8, Synergy_ZIP=-1.20, Synergy_Bliss=3.61, Synergy_Loewe=-6.41, Synergy_HSA=3.21. (8) Drug 1: C1=NC2=C(N1)C(=S)N=C(N2)N. Drug 2: C1=NC(=NC(=O)N1C2C(C(C(O2)CO)O)O)N. Cell line: OVCAR-8. Synergy scores: CSS=31.3, Synergy_ZIP=0.0358, Synergy_Bliss=-1.24, Synergy_Loewe=-6.50, Synergy_HSA=-0.942. (9) Drug 1: CC1=C(C(CCC1)(C)C)C=CC(=CC=CC(=CC(=O)O)C)C. Drug 2: CCCCCOC(=O)NC1=NC(=O)N(C=C1F)C2C(C(C(O2)C)O)O. Cell line: UACC-257. Synergy scores: CSS=5.55, Synergy_ZIP=-1.11, Synergy_Bliss=0.970, Synergy_Loewe=2.13, Synergy_HSA=1.77.